Predict which catalyst facilitates the given reaction. From a dataset of Catalyst prediction with 721,799 reactions and 888 catalyst types from USPTO. (1) Reactant: [F:1][C:2]([F:22])([F:21])[C:3]1[CH:4]=[C:5]([C:13]2[S:14][C:15]([CH2:19]O)=[C:16]([CH3:18])[N:17]=2)[CH:6]=[C:7]([C:9]([F:12])([F:11])[F:10])[CH:8]=1.C(N(CC)CC)C.CS([Cl:34])(=O)=O. Product: [F:1][C:2]([F:22])([F:21])[C:3]1[CH:4]=[C:5]([C:13]2[S:14][C:15]([CH2:19][Cl:34])=[C:16]([CH3:18])[N:17]=2)[CH:6]=[C:7]([C:9]([F:12])([F:11])[F:10])[CH:8]=1. The catalyst class is: 4. (2) Reactant: [CH2:1]([O:3][C:4](=[O:24])[CH2:5][CH:6]1[O:10][B:9]([OH:11])[C:8]2[CH:12]=[C:13]([O:17][C:18]3[S:22][N:21]=[C:20](Cl)[N:19]=3)[CH:14]=[C:15]([CH3:16])[C:7]1=2)[CH3:2]. Product: [CH2:1]([O:3][C:4](=[O:24])[CH2:5][CH:6]1[O:10][B:9]([OH:11])[C:8]2[CH:12]=[C:13]([O:17][C:18]3[S:22][N:21]=[CH:20][N:19]=3)[CH:14]=[C:15]([CH3:16])[C:7]1=2)[CH3:2]. The catalyst class is: 19.